This data is from Catalyst prediction with 721,799 reactions and 888 catalyst types from USPTO. The task is: Predict which catalyst facilitates the given reaction. (1) Reactant: CC1(C)CCCC(C)(C)N1.C([Li])CCC.[Cl:16][C:17]1[N:18]=[N:19][C:20]([O:23][CH2:24][CH:25]2[CH2:27][CH2:26]2)=[CH:21][CH:22]=1.[I:28]I. Product: [Cl:16][C:17]1[N:18]=[N:19][C:20]([O:23][CH2:24][CH:25]2[CH2:26][CH2:27]2)=[C:21]([I:28])[CH:22]=1. The catalyst class is: 188. (2) Reactant: Br[C:2]1[C:15]2[C:14](=[O:16])[N:13]([CH2:17][CH:18]3[CH2:22][CH2:21][CH2:20][O:19]3)[C:12](=[O:23])[C:11]3=[CH:24][C:25](Br)=[C:8]4[C:9]([C:10]=23)=[C:4]([C:5](=[O:34])[N:6]([CH2:28][CH:29]2[CH2:33][CH2:32][CH2:31][O:30]2)[C:7]4=[O:27])[CH:3]=1.[NH2:35][CH2:36][CH2:37][CH2:38][N:39]1[CH2:44][CH2:43][N:42]([CH3:45])[CH2:41][CH2:40]1. Product: [CH3:45][N:42]1[CH2:41][CH2:40][N:39]([CH2:38][CH2:37][CH2:36][NH:35][C:2]2[C:15]3[C:14](=[O:16])[N:13]([CH2:17][CH:18]4[CH2:22][CH2:21][CH2:20][O:19]4)[C:12](=[O:23])[C:11]4=[CH:24][C:25]([NH:35][CH2:36][CH2:37][CH2:38][N:39]5[CH2:40][CH2:41][N:42]([CH3:45])[CH2:43][CH2:44]5)=[C:8]5[C:9]([C:10]=34)=[C:4]([C:5](=[O:34])[N:6]([CH2:28][CH:29]3[CH2:33][CH2:32][CH2:31][O:30]3)[C:7]5=[O:27])[CH:3]=2)[CH2:44][CH2:43]1. The catalyst class is: 37.